Dataset: Catalyst prediction with 721,799 reactions and 888 catalyst types from USPTO. Task: Predict which catalyst facilitates the given reaction. (1) Reactant: [Br:1][C:2]1[CH:7]=[CH:6][CH:5]=[CH:4][C:3]=1[OH:8].C(=O)([O-])[O-].[K+].[K+].[CH2:15](Br)[C:16]1[CH:21]=[CH:20][CH:19]=[CH:18][CH:17]=1. The catalyst class is: 21. Product: [CH2:15]([O:8][C:3]1[CH:4]=[CH:5][CH:6]=[CH:7][C:2]=1[Br:1])[C:16]1[CH:21]=[CH:20][CH:19]=[CH:18][CH:17]=1. (2) Reactant: [C:1]1([C:12]2[CH:17]=[CH:16][CH:15]=[CH:14][CH:13]=2)[CH:6]=[CH:5][C:4]([C:7]2[N:8]=[CH:9][NH:10][CH:11]=2)=[CH:3][CH:2]=1.[C:18]([C:22]1[CH:27]=[CH:26][N:25]=[C:24]([N:28]2[C:40]3[CH:39]=[C:38]([OH:41])[CH:37]=[CH:36][C:35]=3[C:34]3[C:29]2=[CH:30][CH:31]=[CH:32][CH:33]=3)[CH:23]=1)([CH3:21])([CH3:20])[CH3:19].N1[CH:47]=[CH:46][CH:45]=[CH:44][C:43]=1[C:48](O)=O.[O-]P([O-])([O-])=O.[K+].[K+].[K+]. Product: [C:1]1([C:12]2[CH:17]=[CH:16][CH:15]=[CH:14][CH:13]=2)[CH:6]=[CH:5][C:4]([C:7]2[N:8]=[CH:9][N:10]([C:44]3[CH:45]=[C:46]([CH:47]=[C:48]([C:1]([CH3:12])([CH3:6])[CH3:2])[CH:43]=3)[O:41][C:38]3[CH:37]=[CH:36][C:35]4[C:34]5[C:29](=[CH:30][CH:31]=[CH:32][CH:33]=5)[N:28]([C:24]5[CH:23]=[C:22]([C:18]([CH3:21])([CH3:19])[CH3:20])[CH:27]=[CH:26][N:25]=5)[C:40]=4[CH:39]=3)[CH:11]=2)=[CH:3][CH:2]=1. The catalyst class is: 156.